Dataset: Full USPTO retrosynthesis dataset with 1.9M reactions from patents (1976-2016). Task: Predict the reactants needed to synthesize the given product. The reactants are: [N:1]1[CH:2]=[CH:3][N:4]2[CH:9]=[CH:8][C:7]([NH2:10])=[CH:6][C:5]=12.C([O-])([O-])=O.[Cs+].[Cs+].Br[C:18]1[C:19](=[O:26])[N:20]([CH3:25])[CH:21]=[C:22]([Br:24])[N:23]=1.CC1(C)C2C(=C(P(C3C=CC=CC=3)C3C=CC=CC=3)C=CC=2)OC2C(P(C3C=CC=CC=3)C3C=CC=CC=3)=CC=CC1=2. Given the product [Br:24][C:22]1[N:23]=[C:18]([NH:10][C:7]2[CH:8]=[CH:9][N:4]3[CH:3]=[CH:2][N:1]=[C:5]3[CH:6]=2)[C:19](=[O:26])[N:20]([CH3:25])[CH:21]=1, predict the reactants needed to synthesize it.